From a dataset of Catalyst prediction with 721,799 reactions and 888 catalyst types from USPTO. Predict which catalyst facilitates the given reaction. (1) Reactant: [CH3:1][C:2]1([CH3:20])[C:6]([CH3:8])([CH3:7])[O:5][B:4]([C:9]2[CH:10]=[N:11][N:12]([CH:14]3[CH2:19][CH2:18][NH:17][CH2:16][CH2:15]3)[CH:13]=2)[O:3]1.[CH2:21]=O.[BH4-].[Na+]. Product: [CH3:21][N:17]1[CH2:18][CH2:19][CH:14]([N:12]2[CH:13]=[C:9]([B:4]3[O:5][C:6]([CH3:7])([CH3:8])[C:2]([CH3:20])([CH3:1])[O:3]3)[CH:10]=[N:11]2)[CH2:15][CH2:16]1. The catalyst class is: 5. (2) Reactant: [CH3:1][NH:2][CH3:3].[Cl:4][C:5]1[CH:36]=[CH:35][C:8]([CH2:9][N:10]2[C:18]3[C:13](=[CH:14][C:15]([CH:19]=O)=[CH:16][CH:17]=3)[C:12]([C:21](=[O:33])[C:22]([NH:24][C:25]3[CH:30]=[CH:29][N:28]=[C:27]([O:31][CH3:32])[CH:26]=3)=[O:23])=[C:11]2[CH3:34])=[CH:7][CH:6]=1.C(O[BH-](OC(=O)C)OC(=O)C)(=O)C.[Na+].Cl.CNC. Product: [Cl:4][C:5]1[CH:6]=[CH:7][C:8]([CH2:9][N:10]2[C:18]3[C:13](=[CH:14][C:15]([CH2:19][N:2]([CH3:3])[CH3:1])=[CH:16][CH:17]=3)[C:12]([C:21](=[O:33])[C:22]([NH:24][C:25]3[CH:30]=[CH:29][N:28]=[C:27]([O:31][CH3:32])[CH:26]=3)=[O:23])=[C:11]2[CH3:34])=[CH:35][CH:36]=1. The catalyst class is: 26. (3) Reactant: [CH3:1][CH:2]([O:4][C:5]1[CH:13]=[CH:12][C:8]([C:9]([OH:11])=O)=[CH:7][C:6]=1[O:14][CH3:15])[CH3:3].CN(C(ON1N=NC2C=CC=NC1=2)=[N+](C)C)C.F[P-](F)(F)(F)(F)F.CCN(C(C)C)C(C)C.O[NH:50][C:51]([C:53]1[C:54]2[CH:55]=[CH:56][N:57]=[CH:58][C:59]=2[CH:60]=[CH:61][CH:62]=1)=[NH:52]. Product: [CH3:3][CH:2]([O:4][C:5]1[CH:13]=[CH:12][C:8]([C:9]2[O:11][N:52]=[C:51]([C:53]3[CH:62]=[CH:61][CH:60]=[C:59]4[C:54]=3[CH:55]=[CH:56][N:57]=[CH:58]4)[N:50]=2)=[CH:7][C:6]=1[O:14][CH3:15])[CH3:1]. The catalyst class is: 9. (4) Reactant: C([Li])CCC.[CH3:6][O:7][CH2:8][CH2:9][N:10]1[CH:14]=[CH:13][N:12]=[CH:11]1.CON(C)[C:18](=[O:20])[CH3:19]. Product: [CH3:6][O:7][CH2:8][CH2:9][N:10]1[CH:14]=[CH:13][N:12]=[C:11]1[C:18](=[O:20])[CH3:19]. The catalyst class is: 1. (5) Reactant: [Cl:1][C:2]1[CH:7]=[CH:6][N:5]=[C:4]([N:8]2[CH2:19][CH2:18][N:17]3[C:10](=[CH:11][C:12]4[CH2:13][C:14]([CH3:21])([CH3:20])[CH2:15][C:16]=43)[C:9]2=[O:22])[C:3]=1[CH2:23][OH:24].C(N(CC)CC)C.[C:32](Cl)(=[O:34])[CH3:33]. Product: [C:32]([O:24][CH2:23][C:3]1[C:4]([N:8]2[CH2:19][CH2:18][N:17]3[C:10](=[CH:11][C:12]4[CH2:13][C:14]([CH3:21])([CH3:20])[CH2:15][C:16]=43)[C:9]2=[O:22])=[N:5][CH:6]=[CH:7][C:2]=1[Cl:1])(=[O:34])[CH3:33]. The catalyst class is: 1. (6) Reactant: [C:1]([O:8][CH3:9])(=[O:7])[CH2:2][C:3]([O:5][CH3:6])=[O:4].[H-].[Na+].[Cl:12][C:13]1[CH:18]=[CH:17][C:16]([CH2:19]Cl)=[CH:15][C:14]=1[Cl:21].CCOCC. Product: [Cl:21][C:14]1[CH:15]=[C:16]([CH:17]=[CH:18][C:13]=1[Cl:12])[CH2:19][CH:2]([C:1]([O:8][CH3:9])=[O:7])[C:3]([O:5][CH3:6])=[O:4]. The catalyst class is: 134. (7) Reactant: [Br:1][C:2]1[CH:3]=[N:4][C:5](O)=[C:6]([CH:10]=1)[C:7]([OH:9])=O.CN(C=O)C.[F:17][C:18]1[CH:24]=[C:23]([F:25])[CH:22]=[CH:21][C:19]=1[NH2:20].C(N(CC)CC)C.O=S(Cl)[Cl:35]. Product: [Br:1][C:2]1[CH:3]=[N:4][C:5]([Cl:35])=[C:6]([CH:10]=1)[C:7]([NH:20][C:19]1[CH:21]=[CH:22][C:23]([F:25])=[CH:24][C:18]=1[F:17])=[O:9]. The catalyst class is: 6.